From a dataset of Catalyst prediction with 721,799 reactions and 888 catalyst types from USPTO. Predict which catalyst facilitates the given reaction. (1) Reactant: [C:1]([O:9][CH2:10][C@@H:11]1[C@@H:15]([F:16])[C@:14]([OH:18])([CH3:17])[C@H:13]([O:19][CH3:20])[O:12]1)(=[O:8])[C:2]1[CH:7]=[CH:6][CH:5]=[CH:4][CH:3]=1.[C:21](Cl)(=[O:28])[C:22]1[CH:27]=[CH:26][CH:25]=[CH:24][CH:23]=1. Product: [C:1]([O:9][CH2:10][C@@H:11]1[C@@H:15]([F:16])[C@@:14]([O:18][C:21](=[O:28])[C:22]2[CH:27]=[CH:26][CH:25]=[CH:24][CH:23]=2)([CH3:17])[C@H:13]([O:19][CH3:20])[O:12]1)(=[O:8])[C:2]1[CH:3]=[CH:4][CH:5]=[CH:6][CH:7]=1.[C:1]([O:9][CH2:10][C@@H:11]1[C@@H:15]([F:16])[C@:14]([O:18][C:21](=[O:28])[C:22]2[CH:27]=[CH:26][CH:25]=[CH:24][CH:23]=2)([CH3:17])[C@H:13]([O:19][CH3:20])[O:12]1)(=[O:8])[C:2]1[CH:3]=[CH:4][CH:5]=[CH:6][CH:7]=1. The catalyst class is: 17. (2) Reactant: [OH:1][C:2]1[CH:7]=[C:6]([O:8][CH2:9][CH2:10][O:11][CH3:12])[CH:5]=[CH:4][C:3]=1/[CH:13]=[CH:14]/[C:15]([O:17][CH2:18][CH3:19])=[O:16].Br[CH2:21][CH:22]1[CH2:24][CH2:23]1.C(=O)([O-])[O-].[K+].[K+].O. Product: [CH:22]1([CH2:21][O:1][C:2]2[CH:7]=[C:6]([O:8][CH2:9][CH2:10][O:11][CH3:12])[CH:5]=[CH:4][C:3]=2/[CH:13]=[CH:14]/[C:15]([O:17][CH2:18][CH3:19])=[O:16])[CH2:24][CH2:23]1. The catalyst class is: 9. (3) Reactant: [C:1]([O:5][C:6]([N:8]1[CH2:12][CH2:11][CH:10]([CH2:13]OS(C)(=O)=O)[CH2:9]1)=[O:7])([CH3:4])([CH3:3])[CH3:2].C(=O)([O-])[O-].[Cs+].[Cs+].[CH3:25][N:26]1[CH:30]=[C:29]([C:31]2[CH:32]=[C:33]([C:37]3[N:42]=[CH:41][C:40]([C:43]4[CH:44]=[N:45][NH:46][CH:47]=4)=[CH:39][N:38]=3)[CH:34]=[CH:35][CH:36]=2)[CH:28]=[N:27]1. Product: [C:1]([O:5][C:6]([N:8]1[CH2:12][CH2:11][CH:10]([CH2:13][N:45]2[CH:44]=[C:43]([C:40]3[CH:39]=[N:38][C:37]([C:33]4[CH:34]=[CH:35][CH:36]=[C:31]([C:29]5[CH:28]=[N:27][N:26]([CH3:25])[CH:30]=5)[CH:32]=4)=[N:42][CH:41]=3)[CH:47]=[N:46]2)[CH2:9]1)=[O:7])([CH3:4])([CH3:3])[CH3:2]. The catalyst class is: 6.